From a dataset of Reaction yield outcomes from USPTO patents with 853,638 reactions. Predict the reaction yield, written as a fraction of the theoretical maximum amount of product (1.0 means a 100% yield; for example, 0.34 means a 34% yield). (1) The reactants are C1(C(O)=O)CC1.[CH:7]1([C:10]([NH:12][C:13]2[CH:14]=[CH:15][CH:16]=[C:17]3[C:21]=2[C:20](=[O:22])[N:19]([CH:23]([C:28]2[CH:33]=[CH:32][C:31]([O:34][CH:35]([F:37])[F:36])=[C:30]([O:38][CH2:39][CH3:40])[CH:29]=2)[CH2:24][C:25](O)=[O:26])[CH2:18]3)=[O:11])[CH2:9][CH2:8]1.C1N=C[N:43](C(N2C=NC=C2)=O)C=1.[NH4+].[OH-]. The catalyst is C1COCC1. The product is [C:25]([CH2:24][CH:23]([N:19]1[C:20](=[O:22])[C:21]2[C:17](=[CH:16][CH:15]=[CH:14][C:13]=2[NH:12][C:10]([CH:7]2[CH2:9][CH2:8]2)=[O:11])[CH2:18]1)[C:28]1[CH:33]=[CH:32][C:31]([O:34][CH:35]([F:36])[F:37])=[C:30]([O:38][CH2:39][CH3:40])[CH:29]=1)(=[O:26])[NH2:43]. The yield is 0.700. (2) The reactants are [CH3:1][C:2]([C:4]1[CH:5]=[CH:6][C:7]([OH:10])=[CH:8][CH:9]=1)=[O:3].[O:11]1[CH:16]=[CH:15][CH2:14][CH2:13][CH2:12]1.O. The catalyst is C(Cl)Cl.C1(C)C=CC(S(O)(=O)=O)=CC=1. The product is [O:11]1[CH2:16][CH2:15][CH2:14][CH2:13][CH:12]1[O:10][C:7]1[CH:8]=[CH:9][C:4]([C:2](=[O:3])[CH3:1])=[CH:5][CH:6]=1. The yield is 0.620. (3) The reactants are [C:1]([O:5][C:6]([NH:8][NH:9][C:10](=O)[C:11]1[CH:16]=[CH:15][C:14]([N+:17]([O-:19])=[O:18])=[CH:13][C:12]=1[F:20])=[O:7])([CH3:4])([CH3:3])[CH3:2].COC1C=CC(P2(SP(C3C=CC(OC)=CC=3)(=S)S2)=[S:31])=CC=1. The catalyst is O1CCOCC1. The product is [C:1]([O:5][C:6]([NH:8][NH:9][C:10](=[S:31])[C:11]1[CH:16]=[CH:15][C:14]([N+:17]([O-:19])=[O:18])=[CH:13][C:12]=1[F:20])=[O:7])([CH3:4])([CH3:3])[CH3:2]. The yield is 0.820. (4) The reactants are [O:1]1[C:5]2[CH2:6][CH2:7][O:8][CH2:9][C:4]=2[C:3]([C:10]([OH:12])=O)=[N:2]1.[NH2:13][C@@H:14]([CH3:30])[CH2:15][N:16]1[CH:20]=[CH:19][C:18]([C:21]2[CH:28]=[CH:27][C:24]([C:25]#[N:26])=[C:23]([Cl:29])[CH:22]=2)=[N:17]1. No catalyst specified. The product is [Cl:29][C:23]1[CH:22]=[C:21]([C:18]2[CH:19]=[CH:20][N:16]([CH2:15][C@@H:14]([NH:13][C:10]([C:3]3[C:4]4[CH2:9][O:8][CH2:7][CH2:6][C:5]=4[O:1][N:2]=3)=[O:12])[CH3:30])[N:17]=2)[CH:28]=[CH:27][C:24]=1[C:25]#[N:26]. The yield is 0.0950. (5) The reactants are [S:1]1[C:12]2[C:4](=[CH:5][CH:6]=[C:7]3[C:11]=2[CH2:10][C:9](=[O:13])[NH:8]3)[N:3]=[CH:2]1.C(O[CH:19](OC(C)(C)C)[N:20](C)[CH3:21])(C)(C)C.[CH3:28]N(C=O)C. The catalyst is CCOCC. The product is [CH3:19][N:20]([CH3:21])[CH:10]1[C:11]2[C:7](=[CH:6][CH:5]=[C:4]3[C:12]=2[S:1](=[CH2:28])[CH:2]=[N:3]3)[NH:8][C:9]1=[O:13]. The yield is 0.770. (6) The reactants are [B:1]([C:4]1[CH:12]=[CH:11][C:7]([C:8]([OH:10])=O)=[CH:6][CH:5]=1)([OH:3])[OH:2].C(N(CC)CC)C.[CH2:20]([NH2:26])[CH2:21][CH2:22][CH2:23][CH2:24][CH3:25].Cl. The catalyst is CN(C)C=O.ClCCl.O. The product is [CH2:20]([NH:26][C:8]([C:7]1[CH:6]=[CH:5][C:4]([B:1]([OH:2])[OH:3])=[CH:12][CH:11]=1)=[O:10])[CH2:21][CH2:22][CH2:23][CH2:24][CH3:25]. The yield is 0.320. (7) The reactants are Cl[C:2]1[N:7]=[C:6]([NH:8][C:9]2[NH:13][N:12]=[C:11]([CH:14]3[CH2:16][CH2:15]3)[CH:10]=2)[CH:5]=[CH:4][N:3]=1.[O:17]1[CH2:22][CH2:21][CH2:20][CH2:19][CH:18]1[N:23]1[C:27]2[CH:28]=[CH:29][C:30]([CH2:32][NH2:33])=[CH:31][C:26]=2[N:25]=[CH:24]1.CCN(C(C)C)C(C)C. The catalyst is CCO. The product is [CH:14]1([C:11]2[NH:12][N:13]=[C:9]([NH:8][C:6]3[CH:5]=[CH:4][N:3]=[C:2]([NH:33][CH2:32][C:30]4[CH:29]=[CH:28][C:27]5[N:23]([CH:18]6[CH2:19][CH2:20][CH2:21][CH2:22][O:17]6)[CH:24]=[N:25][C:26]=5[CH:31]=4)[N:7]=3)[CH:10]=2)[CH2:16][CH2:15]1. The yield is 0.810. (8) The reactants are P(Cl)(Cl)(Cl)(Cl)Cl.O=P(Cl)(Cl)[Cl:9].O[C:13]1[CH:18]=[C:17]([CH3:19])[NH:16][C:15](=[O:20])[C:14]=1[C:21]#[N:22].[NH4+].[OH-]. The catalyst is C(Cl)(Cl)Cl. The product is [Cl:9][C:13]1[CH:18]=[C:17]([CH3:19])[NH:16][C:15](=[O:20])[C:14]=1[C:21]#[N:22]. The yield is 0.400. (9) The reactants are [CH:1]1(/[CH:4]=[N:5]/[S@:6]([C:8]([CH3:11])([CH3:10])[CH3:9])=[O:7])[CH2:3][CH2:2]1.C[N+](C)(C)C.[F-].[Si]([C:22]([F:25])([F:24])[F:23])(C)(C)C. The catalyst is C1COCC1. The product is [CH:1]1([C@@H:4]([NH:5][S@:6]([C:8]([CH3:11])([CH3:10])[CH3:9])=[O:7])[C:22]([F:25])([F:24])[F:23])[CH2:2][CH2:3]1. The yield is 0.300. (10) The yield is 0.770. The reactants are [C:1]1([CH2:7][O:8][C:9]2[CH:10]=[C:11]3[C:15](=[CH:16][CH:17]=2)[N:14]([S:18]([C:21]2[CH:26]=[CH:25][CH:24]=[CH:23][CH:22]=2)(=[O:20])=[O:19])[CH:13]=[CH:12]3)[CH:6]=[CH:5][CH:4]=[CH:3][CH:2]=1.[Li][CH2:28]CCC.CI. The catalyst is C1COCC1. The product is [CH3:28][C:13]1[N:14]([S:18]([C:21]2[CH:26]=[CH:25][CH:24]=[CH:23][CH:22]=2)(=[O:20])=[O:19])[C:15]2[C:11]([CH:12]=1)=[CH:10][C:9]([O:8][CH2:7][C:1]1[CH:2]=[CH:3][CH:4]=[CH:5][CH:6]=1)=[CH:17][CH:16]=2.